Dataset: Choline transporter screen with 302,306 compounds. Task: Binary Classification. Given a drug SMILES string, predict its activity (active/inactive) in a high-throughput screening assay against a specified biological target. The drug is O=C(NCc1cc2OCOc2cc1)C1CCCN(C1)c1n2ncnc2nc(c1)CCC. The result is 0 (inactive).